From a dataset of Peptide-MHC class I binding affinity with 185,985 pairs from IEDB/IMGT. Regression. Given a peptide amino acid sequence and an MHC pseudo amino acid sequence, predict their binding affinity value. This is MHC class I binding data. (1) The peptide sequence is RTGTFEFTSF. The MHC is Mamu-A02 with pseudo-sequence Mamu-A02. The binding affinity (normalized) is 1.00. (2) The MHC is HLA-A68:02 with pseudo-sequence HLA-A68:02. The binding affinity (normalized) is 0.224. The peptide sequence is VTVPTNDHI. (3) The peptide sequence is ALLAVGATK. The MHC is HLA-A11:01 with pseudo-sequence HLA-A11:01. The binding affinity (normalized) is 0.659. (4) The peptide sequence is RMYWGVNPK. The MHC is HLA-A03:01 with pseudo-sequence HLA-A03:01. The binding affinity (normalized) is 0.947. (5) The peptide sequence is DYAMHGTVF. The MHC is HLA-A02:01 with pseudo-sequence HLA-A02:01. The binding affinity (normalized) is 0.0847. (6) The peptide sequence is PLFHGGEPIK. The MHC is HLA-A03:01 with pseudo-sequence HLA-A03:01. The binding affinity (normalized) is 0.0930. (7) The peptide sequence is DRKLRINSL. The MHC is HLA-B40:01 with pseudo-sequence HLA-B40:01. The binding affinity (normalized) is 0. (8) The peptide sequence is TAASAAQRR. The MHC is HLA-A68:01 with pseudo-sequence HLA-A68:01. The binding affinity (normalized) is 0.703. (9) The peptide sequence is ARYSNFAWY. The MHC is HLA-B08:02 with pseudo-sequence HLA-B08:02. The binding affinity (normalized) is 0.0847. (10) The peptide sequence is DISVNASKT. The MHC is HLA-A02:01 with pseudo-sequence HLA-A02:01. The binding affinity (normalized) is 0.